This data is from Reaction yield outcomes from USPTO patents with 853,638 reactions. The task is: Predict the reaction yield, written as a fraction of the theoretical maximum amount of product (1.0 means a 100% yield; for example, 0.34 means a 34% yield). (1) The reactants are [Br:1][C:2]1[CH:7]=[CH:6][CH:5]=[C:4](/[CH:8]=[CH:9]/[N:10]=[C:11]=[O:12])[CH:3]=1.C(N(CCCC)CCCC)CCC.O(C1C=CC=CC=1)C1C=CC=CC=1. The catalyst is C1(C)C=CC=CC=1. The product is [Br:1][C:2]1[CH:3]=[C:4]2[C:5](=[CH:6][CH:7]=1)[C:11](=[O:12])[NH:10][CH:9]=[CH:8]2. The yield is 0.300. (2) The reactants are Br[C:2]1[CH:3]=[C:4]([N:8]2[C:12]3=[N:13][C:14]([C:17]([F:20])([F:19])[F:18])=[N:15][CH:16]=[C:11]3[C:10]([C:21]([O:23][CH2:24][CH3:25])=[O:22])=[N:9]2)[CH:5]=[CH:6][CH:7]=1.[C:26]([C@:28]1([OH:35])[CH2:32][CH2:31][N:30]([CH3:33])[C:29]1=[O:34])#[CH:27]. No catalyst specified. The product is [OH:35][C@@:28]1([C:26]#[C:27][C:2]2[CH:3]=[C:4]([N:8]3[C:12]4=[N:13][C:14]([C:17]([F:19])([F:20])[F:18])=[N:15][CH:16]=[C:11]4[C:10]([C:21]([O:23][CH2:24][CH3:25])=[O:22])=[N:9]3)[CH:5]=[CH:6][CH:7]=2)[CH2:32][CH2:31][N:30]([CH3:33])[C:29]1=[O:34]. The yield is 0.880. (3) The reactants are [Cl:1][C:2]1[N:3]=[C:4](Cl)[C:5]2[S:10][CH:9]=[CH:8][C:6]=2[N:7]=1.[NH:12]1[CH2:17][CH2:16][O:15][CH2:14][CH2:13]1. The catalyst is CO. The product is [Cl:1][C:2]1[N:3]=[C:4]([N:12]2[CH2:17][CH2:16][O:15][CH2:14][CH2:13]2)[C:5]2[S:10][CH:9]=[CH:8][C:6]=2[N:7]=1. The yield is 1.00. (4) The reactants are [Cl:1][C:2]1[CH:10]=[C:9]2[C:5]([CH:6]=[CH:7][NH:8]2)=[CH:4][C:3]=1B1OCC(C)(C)CO1.[C:19](=O)([O-])[O-:20].[K+].[K+].Br[C:26]1[CH:36]=[CH:35][C:29]([O:30][CH2:31][C:32]([NH2:34])=[O:33])=[CH:28][CH:27]=1. The catalyst is O1CCOCC1.CN(C=O)C.C1C=CC(P(C2C=CC=CC=2)[C-]2C=CC=C2)=CC=1.C1C=CC(P(C2C=CC=CC=2)[C-]2C=CC=C2)=CC=1.Cl[Pd]Cl.[Fe+2]. The product is [Cl:1][C:2]1[CH:10]=[C:9]2[C:5]([C:6]([CH:19]=[O:20])=[CH:7][NH:8]2)=[CH:4][C:3]=1[C:26]1[CH:36]=[CH:35][C:29]([O:30][CH2:31][C:32]([NH2:34])=[O:33])=[CH:28][CH:27]=1. The yield is 0.550. (5) The reactants are [CH3:1][O:2][C:3]([C:5]1[CH:6]=[N:7][C:8]([O:12][CH2:13][C:14]([F:17])([F:16])[F:15])=[C:9](Br)[CH:10]=1)=[O:4].[Cl:18][C:19]1[CH:24]=[CH:23][C:22](B(O)O)=[CH:21][C:20]=1[CH3:28].C([O-])([O-])=O.[Na+].[Na+].C(OCC)(=O)C.CCCCCCC. The catalyst is CS(C)=O.O. The product is [Cl:18][C:19]1[CH:24]=[CH:23][C:22]([C:9]2[C:8]([O:12][CH2:13][C:14]([F:17])([F:16])[F:15])=[N:7][CH:6]=[C:5]([CH:10]=2)[C:3]([O:2][CH3:1])=[O:4])=[CH:21][C:20]=1[CH3:28]. The yield is 0.900. (6) The reactants are [CH3:1][C:2]1[NH:6][C:5]2[C:7]([C:17]([O:19]C)=[O:18])=[CH:8][C:9]([N:11]3[CH2:16][CH2:15][O:14][CH2:13][CH2:12]3)=[CH:10][C:4]=2[N:3]=1.[CH3:21][C:22]1[C:29]([CH3:30])=[CH:28][CH:27]=[CH:26][C:23]=1[CH2:24]Br.C(=O)([O-])[O-].[K+].[K+].[OH-].[Li+]. The catalyst is CN(C)C=O.O1CCCC1.O. The product is [CH3:21][C:22]1[C:29]([CH3:30])=[CH:28][CH:27]=[CH:26][C:23]=1[CH2:24][N:3]1[C:4]2[CH:10]=[C:9]([N:11]3[CH2:16][CH2:15][O:14][CH2:13][CH2:12]3)[CH:8]=[C:7]([C:17]([OH:19])=[O:18])[C:5]=2[N:6]=[C:2]1[CH3:1]. The yield is 0.200. (7) The reactants are [NH:1]1[CH2:6][CH2:5][O:4][CH2:3][CH2:2]1.C(N(CC)CC)C.[C:14]([O:17][C@H:18]1[CH2:35][CH2:34][C@@:33]2([CH3:36])[C@@H:20]([CH2:21][CH2:22][C@:23]3([CH3:48])[C@@H:32]2[CH2:31][CH2:30][C@H:29]2[C@@:24]3([CH3:47])[CH2:25][CH2:26][C@@:27]3([C:44](Cl)=[O:45])[CH2:39][CH2:38][C@@H:37]([C:40]4([CH3:43])[CH2:42][CH2:41]4)[C@@H:28]32)[C:19]1([CH3:50])[CH3:49])(=[O:16])[CH3:15]. The catalyst is C(Cl)Cl. The product is [C:14]([O:17][C@H:18]1[CH2:35][CH2:34][C@@:33]2([CH3:36])[C@@H:20]([CH2:21][CH2:22][C@:23]3([CH3:48])[C@@H:32]2[CH2:31][CH2:30][C@H:29]2[C@@:24]3([CH3:47])[CH2:25][CH2:26][C@@:27]3([C:44]([N:1]4[CH2:6][CH2:5][O:4][CH2:3][CH2:2]4)=[O:45])[CH2:39][CH2:38][C@@H:37]([C:40]4([CH3:43])[CH2:41][CH2:42]4)[C@@H:28]32)[C:19]1([CH3:50])[CH3:49])(=[O:16])[CH3:15]. The yield is 0.970. (8) The reactants are F[C:2]1[CH:10]=[C:9]([F:11])[CH:8]=[C:7]([F:12])[C:3]=1[C:4]([OH:6])=[O:5].[F:13][C:14]1[CH:20]=[C:19]([I:21])[CH:18]=[CH:17][C:15]=1[NH2:16].[NH2-].[Li+].Cl. The catalyst is C(#N)C. The product is [F:12][C:7]1[CH:8]=[C:9]([F:11])[CH:10]=[C:2]([NH:16][C:15]2[CH:17]=[CH:18][C:19]([I:21])=[CH:20][C:14]=2[F:13])[C:3]=1[C:4]([OH:6])=[O:5]. The yield is 0.590. (9) The reactants are [CH2:1]([OH:77])[C@H:2]1[O:7][C@@H:6]2[O:8][C@H:9]3[C@H:14]([OH:15])[C@@H:13]([OH:16])[C@@H:12]([O:17][C@H:18]4[C@H:23]([OH:24])[C@@H:22]([OH:25])[C@@H:21]([O:26][C@H:27]5[C@H:32]([OH:33])[C@@H:31]([OH:34])[C@@H:30]([O:35][C@H:36]6[C@H:41]([OH:42])[C@@H:40]([OH:43])[C@@H:39]([O:44][C@H:45]7[C@H:50]([OH:51])[C@@H:49]([OH:52])[C@@H:48]([O:53][C@H:54]8[C@H:60]([OH:61])[C@@H:59]([OH:62])[C@@H:57]([O:58][C@H:3]1[C@H:4]([OH:76])[C@H:5]2[OH:75])[O:56][C@@H:55]8[CH2:63][OH:64])[O:47][C@@H:46]7[CH2:65][OH:66])[O:38][C@@H:37]6[CH2:67][OH:68])[O:29][C@@H:28]5[CH2:69][OH:70])[O:20][C@@H:19]4[CH2:71][OH:72])[O:11][C@@H:10]3[CH2:73][OH:74].C(ON1C(=O)CCC1=O)(=O)CCCCCCC(ON1C(=O)CCC1=O)=O.C(ON1C(=O)CCC1=O)(=O)CCCCCCC(ON1C(=O)CCC1=O)=O. No catalyst specified. The product is [CH2:67]([OH:68])[C@H:37]1[O:38][C@@H:39]2[O:44][C@H:45]3[C@H:50]([OH:51])[C@@H:49]([OH:52])[C@@H:48]([O:53][C@H:54]4[C@H:60]([OH:61])[C@@H:59]([OH:62])[C@@H:57]([O:58][C@H:3]5[C@H:4]([OH:76])[C@@H:5]([OH:75])[C@@H:6]([O:8][C@H:9]6[C@H:14]([OH:15])[C@@H:13]([OH:16])[C@@H:12]([O:17][C@H:18]7[C@H:23]([OH:24])[C@@H:22]([OH:25])[C@@H:21]([O:26][C@H:27]8[C@H:32]([OH:33])[C@@H:31]([OH:34])[C@@H:30]([O:35][C@H:36]1[C@H:41]([OH:42])[C@H:40]2[OH:43])[O:29][C@@H:28]8[CH2:69][OH:70])[O:20][C@@H:19]7[CH2:71][OH:72])[O:11][C@@H:10]6[CH2:73][OH:74])[O:7][C@@H:2]5[CH2:1][OH:77])[O:56][C@@H:55]4[CH2:63][OH:64])[O:47][C@@H:46]3[CH2:65][OH:66]. The yield is 0.670. (10) The reactants are [OH:1][CH2:2][C:3]([CH3:12])([CH3:11])[C:4]([NH:6][CH2:7][CH2:8][O:9][CH3:10])=[O:5].[N+:13]([C:16]1[CH:23]=[CH:22][CH:21]=[C:20]([N+]([O-])=O)[C:17]=1[C:18]#[N:19])([O-:15])=[O:14]. No catalyst specified. The product is [C:18]([C:17]1[C:16]([N+:13]([O-:15])=[O:14])=[CH:23][CH:22]=[CH:21][C:20]=1[O:1][CH2:2][C:3]([CH3:12])([CH3:11])[C:4]([NH:6][CH2:7][CH2:8][O:9][CH3:10])=[O:5])#[N:19]. The yield is 0.550.